Dataset: Reaction yield outcomes from USPTO patents with 853,638 reactions. Task: Predict the reaction yield, written as a fraction of the theoretical maximum amount of product (1.0 means a 100% yield; for example, 0.34 means a 34% yield). (1) The reactants are [OH:1][C:2]1[C:10]2[C:5](=[CH:6][N:7]=[CH:8][CH:9]=2)[O:4][C:3]=1[C:11]([O:13][CH2:14][CH3:15])=[O:12].N1C=CC=CC=1.[S:22](O[S:22]([C:25]([F:28])([F:27])[F:26])(=[O:24])=[O:23])([C:25]([F:28])([F:27])[F:26])(=[O:24])=[O:23]. The catalyst is C(Cl)Cl. The product is [F:26][C:25]([F:28])([F:27])[S:22]([O:1][C:2]1[C:10]2[C:5](=[CH:6][N:7]=[CH:8][CH:9]=2)[O:4][C:3]=1[C:11]([O:13][CH2:14][CH3:15])=[O:12])(=[O:24])=[O:23]. The yield is 0.870. (2) The reactants are [CH3:1][C:2]1[C:7]([C:8]([OH:10])=[O:9])=[CH:6][N:5]=[CH:4][CH:3]=1.OS(O)(=O)=O.[CH3:16]O. No catalyst specified. The product is [CH3:1][C:2]1[C:7]([C:8]([O:10][CH3:16])=[O:9])=[CH:6][N:5]=[CH:4][CH:3]=1. The yield is 0.940.